From a dataset of Acute oral toxicity (LD50) regression data from Zhu et al.. Regression/Classification. Given a drug SMILES string, predict its toxicity properties. Task type varies by dataset: regression for continuous values (e.g., LD50, hERG inhibition percentage) or binary classification for toxic/non-toxic outcomes (e.g., AMES mutagenicity, cardiotoxicity, hepatotoxicity). Dataset: ld50_zhu. (1) The molecule is O=C(Cl)c1ccc(Oc2ccc(C(=O)Cl)cc2)cc1. The rat oral LD50 is 1.53, given as -log10 of the dose in mol/kg body weight (higher means more acutely toxic). (2) The compound is CCCCSP(=O)(SCCCC)SCCCC. The rat oral LD50 is 3.32, given as -log10 of the dose in mol/kg body weight (higher means more acutely toxic). (3) The molecule is CC(Cl)COP(=O)(OCC(C)Cl)OCC(C)Cl. The rat oral LD50 is 2.51, given as -log10 of the dose in mol/kg body weight (higher means more acutely toxic). (4) The drug is CCOP(=O)(OCC)SCSCC. The rat oral LD50 is 5.99, given as -log10 of the dose in mol/kg body weight (higher means more acutely toxic). (5) The compound is CCSc1nnc(CSP(=S)(OC)OC)s1. The rat oral LD50 is 2.07, given as -log10 of the dose in mol/kg body weight (higher means more acutely toxic).